Dataset: Full USPTO retrosynthesis dataset with 1.9M reactions from patents (1976-2016). Task: Predict the reactants needed to synthesize the given product. (1) Given the product [CH2:26]([N:28]1[CH2:29][CH2:30][N:31]([CH2:34][C:35]2[CH:36]=[CH:37][C:38]([NH:41][C:23]([C:20]3[CH:21]=[CH:22][C:13]([C:3]4[C:4]([Cl:12])=[C:5]([O:10][CH3:11])[CH:6]=[C:7]([O:8][CH3:9])[C:2]=4[Cl:1])=[C:14]4[C:19]=3[N:18]=[CH:17][CH:16]=[CH:15]4)=[O:25])=[N:39][CH:40]=2)[CH2:32][CH2:33]1)[CH3:27], predict the reactants needed to synthesize it. The reactants are: [Cl:1][C:2]1[C:7]([O:8][CH3:9])=[CH:6][C:5]([O:10][CH3:11])=[C:4]([Cl:12])[C:3]=1[C:13]1[CH:22]=[CH:21][C:20]([C:23]([OH:25])=O)=[C:19]2[C:14]=1[CH:15]=[CH:16][CH:17]=[N:18]2.[CH2:26]([N:28]1[CH2:33][CH2:32][N:31]([CH2:34][C:35]2[CH:36]=[CH:37][C:38]([NH2:41])=[N:39][CH:40]=2)[CH2:30][CH2:29]1)[CH3:27]. (2) Given the product [N+:9]([C:6]1[CH:5]=[CH:4][C:3]([C:1]#[C:2][CH2:19][CH2:18][CH3:22])=[CH:8][CH:7]=1)([O-:11])=[O:10], predict the reactants needed to synthesize it. The reactants are: [C:1]([C:3]1[CH:8]=[CH:7][C:6]([N+:9]([O-:11])=[O:10])=[CH:5][CH:4]=1)#[CH:2].C(=O)([O-])[O-].[K+].[K+].[CH2:18]1[CH2:22]OC[CH2:19]1.CO. (3) Given the product [CH2:10]([NH:9][C:30]([C:28]1[CH:27]=[CH:26][CH:25]=[C:24]([Br:23])[N:29]=1)=[O:32])[CH3:11], predict the reactants needed to synthesize it. The reactants are: CN(C(O[N:9]1N=N[C:11]2C=CC=C[C:10]1=2)=[N+](C)C)C.[B-](F)(F)(F)F.[Br:23][C:24]1[N:29]=[C:28]([C:30]([OH:32])=O)[CH:27]=[CH:26][CH:25]=1.C(N)C.CCN(C(C)C)C(C)C. (4) Given the product [C:4]12([CH2:14][O:15][C:49]3[C:48]([Cl:51])=[CH:47][C:43]([C:44]([OH:46])=[O:45])=[CH:42][C:41]=3[Cl:40])[CH2:10][CH:8]3[CH2:7][CH:6]([CH2:12][CH:2]([CH2:9]3)[CH2:3]1)[CH2:5]2, predict the reactants needed to synthesize it. The reactants are: F[C:2]12[CH2:12][C:6]3(F)[CH2:7][C:8](F)([CH2:10][C:4]([CH2:14][OH:15])([CH2:5]3)[CH2:3]1)[CH2:9]2.C12(CO)CC3CC(CC(C3)C1)C2.ClC1C(F)=CC(F)=C(C=1)C(O)=O.[Cl:40][C:41]1[CH:42]=[C:43]([CH:47]=[C:48]([Cl:51])[C:49]=1F)[C:44]([OH:46])=[O:45]. (5) Given the product [CH3:20][O:21][N:22]=[C:6]1[C:5]2[C:10](=[CH:11][C:2]([OH:1])=[CH:3][CH:4]=2)[O:9][C:8]([CH3:13])([CH3:12])[CH2:7]1, predict the reactants needed to synthesize it. The reactants are: [OH:1][C:2]1[CH:11]=[C:10]2[C:5]([C:6](=O)[CH2:7][C:8]([CH3:13])([CH3:12])[O:9]2)=[CH:4][CH:3]=1.C([O-])(=O)C.[Na+].[CH3:20][O:21][NH2:22].Cl.